From a dataset of NCI-60 drug combinations with 297,098 pairs across 59 cell lines. Regression. Given two drug SMILES strings and cell line genomic features, predict the synergy score measuring deviation from expected non-interaction effect. (1) Drug 1: CC1C(C(CC(O1)OC2CC(OC(C2O)C)OC3=CC4=CC5=C(C(=O)C(C(C5)C(C(=O)C(C(C)O)O)OC)OC6CC(C(C(O6)C)O)OC7CC(C(C(O7)C)O)OC8CC(C(C(O8)C)O)(C)O)C(=C4C(=C3C)O)O)O)O. Drug 2: CC(C)CN1C=NC2=C1C3=CC=CC=C3N=C2N. Cell line: OVCAR-4. Synergy scores: CSS=16.2, Synergy_ZIP=-0.500, Synergy_Bliss=-1.51, Synergy_Loewe=-1.37, Synergy_HSA=-2.10. (2) Drug 1: C1C(C(OC1N2C=NC3=C(N=C(N=C32)Cl)N)CO)O. Drug 2: COCCOC1=C(C=C2C(=C1)C(=NC=N2)NC3=CC=CC(=C3)C#C)OCCOC.Cl. Cell line: SK-OV-3. Synergy scores: CSS=5.51, Synergy_ZIP=-4.00, Synergy_Bliss=-2.16, Synergy_Loewe=-3.91, Synergy_HSA=-2.35. (3) Drug 1: C1CN1P(=S)(N2CC2)N3CC3. Drug 2: CN1C(=O)N2C=NC(=C2N=N1)C(=O)N. Cell line: HOP-92. Synergy scores: CSS=13.7, Synergy_ZIP=0.0462, Synergy_Bliss=4.08, Synergy_Loewe=-3.39, Synergy_HSA=3.13. (4) Synergy scores: CSS=25.3, Synergy_ZIP=11.7, Synergy_Bliss=8.13, Synergy_Loewe=-73.5, Synergy_HSA=-21.2. Drug 1: CN(CCCl)CCCl.Cl. Cell line: HL-60(TB). Drug 2: C1CNP(=O)(OC1)N(CCCl)CCCl. (5) Drug 1: C1=CC(=CC=C1CCCC(=O)O)N(CCCl)CCCl. Drug 2: CC=C1C(=O)NC(C(=O)OC2CC(=O)NC(C(=O)NC(CSSCCC=C2)C(=O)N1)C(C)C)C(C)C. Cell line: OVCAR3. Synergy scores: CSS=63.6, Synergy_ZIP=0.0625, Synergy_Bliss=-0.0322, Synergy_Loewe=-13.5, Synergy_HSA=1.44. (6) Drug 1: CC12CCC(CC1=CCC3C2CCC4(C3CC=C4C5=CN=CC=C5)C)O. Drug 2: C#CCC(CC1=CN=C2C(=N1)C(=NC(=N2)N)N)C3=CC=C(C=C3)C(=O)NC(CCC(=O)O)C(=O)O. Cell line: MOLT-4. Synergy scores: CSS=15.1, Synergy_ZIP=-1.01, Synergy_Bliss=8.28, Synergy_Loewe=7.35, Synergy_HSA=6.84.